Dataset: Catalyst prediction with 721,799 reactions and 888 catalyst types from USPTO. Task: Predict which catalyst facilitates the given reaction. Reactant: [Cl:1][C:2]1[N:7]=[C:6](Cl)[C:5]([C:9]([O:11][CH2:12][CH3:13])=[O:10])=[CH:4][N:3]=1.[CH:14]1([C:17]2[NH:21][N:20]=[C:19]([NH2:22])[CH:18]=2)[CH2:16][CH2:15]1. Product: [Cl:1][C:2]1[N:7]=[C:6]([NH:22][C:19]2[CH:18]=[C:17]([CH:14]3[CH2:16][CH2:15]3)[NH:21][N:20]=2)[C:5]([C:9]([O:11][CH2:12][CH3:13])=[O:10])=[CH:4][N:3]=1. The catalyst class is: 14.